From a dataset of Reaction yield outcomes from USPTO patents with 853,638 reactions. Predict the reaction yield, written as a fraction of the theoretical maximum amount of product (1.0 means a 100% yield; for example, 0.34 means a 34% yield). (1) The reactants are [N:1]1[CH:6]=[C:5]([NH2:7])[CH:4]=[N:3][CH:2]=1.N1C=CC=CC=1.Cl[C:15]([O:17][CH2:18][C:19]([Cl:22])([Cl:21])[Cl:20])=[O:16]. The catalyst is O1CCCC1. The product is [N:1]1[CH:6]=[C:5]([NH:7][C:15](=[O:16])[O:17][CH2:18][C:19]([Cl:22])([Cl:21])[Cl:20])[CH:4]=[N:3][CH:2]=1. The yield is 0.352. (2) The reactants are [N+:1]([C:4]1[CH:5]=[C:6]2[C:10](=[CH:11][CH:12]=1)[C:9](=[O:13])[NH:8][CH2:7]2)([O-])=O. The catalyst is CO.[Pd]. The product is [NH2:1][C:4]1[CH:5]=[C:6]2[C:10](=[CH:11][CH:12]=1)[C:9](=[O:13])[NH:8][CH2:7]2. The yield is 0.762.